Dataset: TCR-epitope binding with 47,182 pairs between 192 epitopes and 23,139 TCRs. Task: Binary Classification. Given a T-cell receptor sequence (or CDR3 region) and an epitope sequence, predict whether binding occurs between them. (1) The epitope is DPFRLLQNSQVFS. The TCR CDR3 sequence is CASSIRAAEPQHF. Result: 0 (the TCR does not bind to the epitope). (2) The epitope is PROT_97E67BCC. The TCR CDR3 sequence is CASSELASGTGEQFF. Result: 1 (the TCR binds to the epitope). (3) The epitope is KLWAQCVQL. The TCR CDR3 sequence is CASHPTSGRPDTQYF. Result: 0 (the TCR does not bind to the epitope). (4) The epitope is FVDGVPFVV. The TCR CDR3 sequence is CASSFSSYNEQFF. Result: 1 (the TCR binds to the epitope). (5) The epitope is RLDKVEAEV. The TCR CDR3 sequence is CASSPRDSSSYEQYF. Result: 0 (the TCR does not bind to the epitope). (6) The TCR CDR3 sequence is CASTGPAGVPGTSGYEQYF. The epitope is TLVPQEHYV. Result: 0 (the TCR does not bind to the epitope). (7) The epitope is TPQDLNTML. The TCR CDR3 sequence is CASKAGGSYNEQFF. Result: 1 (the TCR binds to the epitope). (8) The epitope is GTHWFVTQR. The TCR CDR3 sequence is CASSHPGLAGGSLNEQFF. Result: 1 (the TCR binds to the epitope). (9) The epitope is AIMTRCLAV. The TCR CDR3 sequence is CASSLDLPYEQYF. Result: 0 (the TCR does not bind to the epitope).